From a dataset of Forward reaction prediction with 1.9M reactions from USPTO patents (1976-2016). Predict the product of the given reaction. (1) Given the reactants [Cl:1][C:2]1[CH:7]=[CH:6][C:5]([C:8]2[N:9]=[C:10]([N:18]3[C:22]([CH3:23])=[CH:21][C:20]([CH3:24])=[N:19]3)[O:11][C:12]=2[CH2:13][CH2:14][C:15](O)=[O:16])=[CH:4][CH:3]=1.ON1C2N=CC=CC=2N=N1.C(N=C=NCCCN(C)C)C.[CH3:46][N:47]1[CH2:52][CH2:51][CH:50]([CH2:53][N:54]2[CH2:59][CH2:58][NH:57][CH2:56][CH2:55]2)[CH2:49][CH2:48]1, predict the reaction product. The product is: [Cl:1][C:2]1[CH:7]=[CH:6][C:5]([C:8]2[N:9]=[C:10]([N:18]3[C:22]([CH3:23])=[CH:21][C:20]([CH3:24])=[N:19]3)[O:11][C:12]=2[CH2:13][CH2:14][C:15]([N:57]2[CH2:56][CH2:55][N:54]([CH2:53][CH:50]3[CH2:51][CH2:52][N:47]([CH3:46])[CH2:48][CH2:49]3)[CH2:59][CH2:58]2)=[O:16])=[CH:4][CH:3]=1. (2) Given the reactants ClC1C=NC2C(C=1[N+]([O-])=O)=CC=CC=2.N[C@@H](C(F)(C)C)CO.[Si]([O:30][CH2:31][C@H:32]([N:37]1[C:49]2[C:48]3[CH:47]=[CH:46][CH:45]=[CH:44][C:43]=3[N:42]=[CH:41][C:40]=2[N:39]=[C:38]1[CH2:50]Cl)[C:33]([F:36])([CH3:35])[CH3:34])(C(C)(C)C)(C)C.[F-].C([N+](CCCC)(CCCC)CCCC)CCC, predict the reaction product. The product is: [F:36][C:33]([C@@H:32]1[N:37]2[C:49]3[C:48]4[C:43](=[CH:44][CH:45]=[CH:46][CH:47]=4)[N:42]=[CH:41][C:40]=3[N:39]=[C:38]2[CH2:50][O:30][CH2:31]1)([CH3:35])[CH3:34]. (3) Given the reactants [CH3:1][O:2][C:3](=[O:17])[CH2:4][CH:5]1[CH2:14][C:13]2[C:8](=[CH:9][C:10]([OH:15])=[CH:11][CH:12]=2)[NH:7][C:6]1=[O:16].C(N(CC)CC)C.[F:25][C:26]([F:39])([F:38])[S:27](O[S:27]([C:26]([F:39])([F:38])[F:25])(=[O:29])=[O:28])(=[O:29])=[O:28].CCOC(C)=O.CCCCCC, predict the reaction product. The product is: [CH3:1][O:2][C:3](=[O:17])[CH2:4][CH:5]1[CH2:14][C:13]2[C:8](=[CH:9][C:10]([O:15][S:27]([C:26]([F:39])([F:38])[F:25])(=[O:29])=[O:28])=[CH:11][CH:12]=2)[NH:7][C:6]1=[O:16]. (4) Given the reactants [CH3:1][C:2]1[C:3]([CH2:9][N:10]([CH:21]2[CH2:26][CH2:25][NH:24][CH2:23][CH2:22]2)[CH:11]2[C:20]3[N:19]=[CH:18][CH:17]=[CH:16][C:15]=3[CH2:14][CH2:13][CH2:12]2)=[N:4][CH:5]=[C:6]([CH3:8])[CH:7]=1.C1([O:33][C:34]([NH:36][OH:37])=O)C=CC=CC=1, predict the reaction product. The product is: [OH:37][NH:36][C:34]([N:24]1[CH2:23][CH2:22][CH:21]([N:10]([CH2:9][C:3]2[C:2]([CH3:1])=[CH:7][C:6]([CH3:8])=[CH:5][N:4]=2)[CH:11]2[C:20]3[N:19]=[CH:18][CH:17]=[CH:16][C:15]=3[CH2:14][CH2:13][CH2:12]2)[CH2:26][CH2:25]1)=[O:33]. (5) The product is: [Cl:1][C:2]1[CH:3]=[CH:4][C:5]2[N:11]([CH2:12][C:13]3[CH:18]=[CH:17][C:16]([O:19][CH3:20])=[CH:15][C:14]=3[O:21][CH3:22])[C:10](=[O:23])[CH:9]([C:24]([O:26][CH:45]([CH3:47])[CH3:46])=[O:25])[CH2:8][CH:7]([C:27]3[CH:32]=[CH:31][CH:30]=[C:29]([O:33][CH3:34])[C:28]=3[O:35][CH3:36])[C:6]=2[CH:37]=1. Given the reactants [Cl:1][C:2]1[CH:3]=[CH:4][C:5]2[N:11]([CH2:12][C:13]3[CH:18]=[CH:17][C:16]([O:19][CH3:20])=[CH:15][C:14]=3[O:21][CH3:22])[C:10](=[O:23])[CH:9]([C:24]([OH:26])=[O:25])[CH2:8][CH:7]([C:27]3[CH:32]=[CH:31][CH:30]=[C:29]([O:33][CH3:34])[C:28]=3[O:35][CH3:36])[C:6]=2[CH:37]=1.C(=O)([O-])[O-].[K+].[K+].I[CH:45]([CH3:47])[CH3:46].O, predict the reaction product.